Dataset: Full USPTO retrosynthesis dataset with 1.9M reactions from patents (1976-2016). Task: Predict the reactants needed to synthesize the given product. Given the product [CH3:6][C:2]([O:7][C:8]1[CH:13]=[CH:12][C:11]([C:14]([F:17])([F:16])[F:15])=[CH:10][N:9]=1)([CH3:1])[C:3]([NH:29][CH:27]([CH3:28])[CH:26]([C:30]1[CH:35]=[CH:34][CH:33]=[CH:32][CH:31]=1)[CH2:25][C:22]1[CH:23]=[CH:24][C:19]([CH3:18])=[CH:20][CH:21]=1)=[O:5], predict the reactants needed to synthesize it. The reactants are: [CH3:1][C:2]([O:7][C:8]1[CH:13]=[CH:12][C:11]([C:14]([F:17])([F:16])[F:15])=[CH:10][N:9]=1)([CH3:6])[C:3]([OH:5])=O.[CH3:18][C:19]1[CH:24]=[CH:23][C:22]([CH2:25][CH:26]([C:30]2[CH:35]=[CH:34][CH:33]=[CH:32][CH:31]=2)[CH:27]([NH2:29])[CH3:28])=[CH:21][CH:20]=1.C(N(C(C)C)CC)(C)C.